Dataset: Forward reaction prediction with 1.9M reactions from USPTO patents (1976-2016). Task: Predict the product of the given reaction. Given the reactants [C:1]([C:5]1[CH:6]=[C:7]2[C:12](=[C:13]([F:15])[CH:14]=1)[C:11](=[O:16])[N:10]([C:17]1[C:18]([CH:34]=[O:35])=[C:19]([N:23]3[C:31]4[C:26](=[CH:27][CH:28]=[CH:29][CH:30]=4)[C:25]([C:32]#[N:33])=[CH:24]3)[CH:20]=[CH:21][CH:22]=1)[N:9]=[CH:8]2)([CH3:4])([CH3:3])[CH3:2].O.C([OH:39])C, predict the reaction product. The product is: [C:1]([C:5]1[CH:6]=[C:7]2[C:12](=[C:13]([F:15])[CH:14]=1)[C:11](=[O:16])[N:10]([C:17]1[C:18]([CH:34]=[O:35])=[C:19]([N:23]3[C:31]4[C:26](=[CH:27][CH:28]=[CH:29][CH:30]=4)[C:25]([C:32]([NH2:33])=[O:39])=[CH:24]3)[CH:20]=[CH:21][CH:22]=1)[N:9]=[CH:8]2)([CH3:4])([CH3:2])[CH3:3].